Predict the product of the given reaction. From a dataset of Forward reaction prediction with 1.9M reactions from USPTO patents (1976-2016). (1) Given the reactants Br[C:2]1[CH:3]=[C:4]([CH:28]=[CH:29][C:30]=1[O:31][CH3:32])[CH2:5][C@H:6]1[C@H:14]2[C@@H:10]([N:11]([CH2:16][C:17]3[CH:22]=[CH:21][CH:20]=[C:19]([CH:23]([CH3:25])[CH3:24])[CH:18]=3)[C:12](=[O:15])[O:13]2)[CH2:9][S:8](=[O:27])(=[O:26])[CH2:7]1.[CH3:33][C:34]1([CH3:41])[C:38]([CH3:40])([CH3:39])[O:37][BH:36][O:35]1.C1COCC1.CCN(CC)CC, predict the reaction product. The product is: [CH:23]([C:19]1[CH:18]=[C:17]([CH:22]=[CH:21][CH:20]=1)[CH2:16][N:11]1[C@@H:10]2[C@H:14]([C@H:6]([CH2:5][C:4]3[CH:28]=[CH:29][C:30]([O:31][CH3:32])=[C:2]([B:36]4[O:37][C:38]([CH3:40])([CH3:39])[C:34]([CH3:41])([CH3:33])[O:35]4)[CH:3]=3)[CH2:7][S:8](=[O:27])(=[O:26])[CH2:9]2)[O:13][C:12]1=[O:15])([CH3:25])[CH3:24]. (2) Given the reactants FC(F)(F)S(O[C:7]1[CH:16]=[CH:15][C:14]2[N:13]([C:17](=[O:19])[CH3:18])[CH:12]([CH:20]3[CH2:22][CH2:21]3)[CH:11]([CH3:23])[CH:10]([NH:24][C:25]3[CH:30]=[CH:29][CH:28]=[CH:27][CH:26]=3)[C:9]=2[N:8]=1)(=O)=O.C(=O)([O-])[O-].[K+].[K+].[CH3:39][NH:40][C:41](=[O:57])[C:42]1[CH:47]=[CH:46][C:45](B2OC(C)(C)C(C)(C)O2)=[CH:44][N:43]=1, predict the reaction product. The product is: [C:17]([N:13]1[C@@H:12]([CH:20]2[CH2:21][CH2:22]2)[C@H:11]([CH3:23])[C@@H:10]([NH:24][C:25]2[CH:26]=[CH:27][CH:28]=[CH:29][CH:30]=2)[C:9]2[N:8]=[C:7]([C:45]3[CH:46]=[CH:47][C:42]([C:41]([NH:40][CH3:39])=[O:57])=[N:43][CH:44]=3)[CH:16]=[CH:15][C:14]1=2)(=[O:19])[CH3:18]. (3) The product is: [CH3:8][O:9][C:10]1[CH:17]=[CH:16][C:13]([CH2:14][NH:1][C:2]2[N:7]=[CH:6][CH:5]=[CH:4][N:3]=2)=[CH:12][CH:11]=1. Given the reactants [NH2:1][C:2]1[N:7]=[CH:6][CH:5]=[CH:4][N:3]=1.[CH3:8][O:9][C:10]1[CH:17]=[CH:16][C:13]([CH:14]=O)=[CH:12][CH:11]=1.C(O[BH-](OC(=O)C)OC(=O)C)(=O)C.[Na+], predict the reaction product.